Dataset: Reaction yield outcomes from USPTO patents with 853,638 reactions. Task: Predict the reaction yield, written as a fraction of the theoretical maximum amount of product (1.0 means a 100% yield; for example, 0.34 means a 34% yield). The reactants are [NH2:1][C:2]1[N:7]=[CH:6][N:5]=[C:4]2[N:8]([CH2:19][C:20]3[O:21][C:22]4[C:27]([C:28](=[O:36])[C:29]=3[C:30]3[CH:35]=[CH:34][CH:33]=[CH:32][CH:31]=3)=[CH:26][CH:25]=[CH:24][CH:23]=4)[N:9]=[C:10]([C:11]3[CH:16]=[CH:15][CH:14]=[C:13]([O:17]C)[CH:12]=3)[C:3]=12. The catalyst is ClCCl.B(Br)(Br)Br. The product is [NH2:1][C:2]1[N:7]=[CH:6][N:5]=[C:4]2[N:8]([CH2:19][C:20]3[O:21][C:22]4[C:27]([C:28](=[O:36])[C:29]=3[C:30]3[CH:31]=[CH:32][CH:33]=[CH:34][CH:35]=3)=[CH:26][CH:25]=[CH:24][CH:23]=4)[N:9]=[C:10]([C:11]3[CH:16]=[CH:15][CH:14]=[C:13]([OH:17])[CH:12]=3)[C:3]=12. The yield is 0.270.